This data is from Forward reaction prediction with 1.9M reactions from USPTO patents (1976-2016). The task is: Predict the product of the given reaction. (1) Given the reactants Cl.[Cl:2][C:3]1[C:4]([F:29])=[C:5]([CH:26]=[CH:27][CH:28]=1)[NH:6][C:7]1[C:16]2[C:11](=[CH:12][C:13]([O:24][CH3:25])=[C:14]([O:17][CH2:18][CH:19]3[CH2:23][CH2:22][NH:21][CH2:20]3)[CH:15]=2)[N:10]=[CH:9][N:8]=1.[C:30](OC(=O)C)(=[O:32])[CH3:31], predict the reaction product. The product is: [C:30]([N:21]1[CH2:22][CH2:23][CH:19]([CH2:18][O:17][C:14]2[CH:15]=[C:16]3[C:11](=[CH:12][C:13]=2[O:24][CH3:25])[N:10]=[CH:9][N:8]=[C:7]3[NH:6][C:5]2[CH:26]=[CH:27][CH:28]=[C:3]([Cl:2])[C:4]=2[F:29])[CH2:20]1)(=[O:32])[CH3:31]. (2) Given the reactants [CH3:1][O:2][C:3]1[CH:17]=[CH:16][C:6]2[CH2:7][C@H:8]3[C@H:13]([C:14](=O)[C:5]=2[CH:4]=1)[CH2:12][O:11][CH2:10][CH2:9]3.[C:18](=[O:21])([O-])[O-].[NH4+:22].[NH4+:23].[C-]#N.[K+].[CH2:27]([OH:29])C.Cl, predict the reaction product. The product is: [CH3:1][O:2][C:3]1[CH:17]=[CH:16][C:6]2[CH2:7][C@@H:8]3[C@@H:13]([C:14]4([C:27](=[O:29])[NH:23][C:18](=[O:21])[NH:22]4)[C:5]=2[CH:4]=1)[CH2:12][O:11][CH2:10][CH2:9]3. (3) Given the reactants [NH2:1][C:2]1[CH:23]=[CH:22][CH:21]=[C:20]([F:24])[C:3]=1[CH2:4][CH2:5][C@H:6]1[CH2:10][O:9][C:8]([CH3:12])([CH3:11])[N:7]1[C:13]([O:15][C:16]([CH3:19])([CH3:18])[CH3:17])=[O:14].[N:25]([C@@H:28]([C@@H:32]([C:39]1[CH:44]=[CH:43][C:42]([Cl:45])=[CH:41][CH:40]=1)[CH:33]1[CH2:38][CH2:37][O:36][CH2:35][CH2:34]1)[C:29](O)=[O:30])=[N+:26]=[N-:27].O=P(Cl)(Cl)Cl, predict the reaction product. The product is: [N:25]([C@@H:28]([C@@H:32]([C:39]1[CH:40]=[CH:41][C:42]([Cl:45])=[CH:43][CH:44]=1)[CH:33]1[CH2:34][CH2:35][O:36][CH2:37][CH2:38]1)[C:29]([NH:1][C:2]1[CH:23]=[CH:22][CH:21]=[C:20]([F:24])[C:3]=1[CH2:4][CH2:5][C@H:6]1[CH2:10][O:9][C:8]([CH3:11])([CH3:12])[N:7]1[C:13]([O:15][C:16]([CH3:19])([CH3:17])[CH3:18])=[O:14])=[O:30])=[N+:26]=[N-:27]. (4) Given the reactants [Br:1][C:2]1[C:3]([CH3:10])=[C:4](I)[C:5]([NH2:8])=[N:6][CH:7]=1.C([O-])(=O)C.[K+].[Cl-].[Li+].[CH3:18][Si:19]([CH3:24])([CH3:23])[C:20]#[C:21][CH3:22], predict the reaction product. The product is: [Br:1][C:2]1[C:3]([CH3:10])=[C:4]2[C:21]([CH3:22])=[C:20]([Si:19]([CH3:24])([CH3:23])[CH3:18])[NH:8][C:5]2=[N:6][CH:7]=1. (5) Given the reactants [Br:1][C:2]1[CH:7]=[CH:6][C:5]([C@@H:8]([N:10]2[CH2:14][C:13]([CH2:21][CH2:22][C:23]([OH:25])=[O:24])([C:15]3[CH:20]=[CH:19][CH:18]=[CH:17][CH:16]=3)[O:12][C:11]2=[O:26])[CH3:9])=[CH:4][CH:3]=1.O=S(Cl)Cl.[CH3:31]O, predict the reaction product. The product is: [Br:1][C:2]1[CH:7]=[CH:6][C:5]([C@@H:8]([N:10]2[CH2:14][C:13]([CH2:21][CH2:22][C:23]([O:25][CH3:31])=[O:24])([C:15]3[CH:20]=[CH:19][CH:18]=[CH:17][CH:16]=3)[O:12][C:11]2=[O:26])[CH3:9])=[CH:4][CH:3]=1.[Br:1][C:2]1[CH:7]=[CH:6][C:5]([C@@H:8]([N:10]2[CH2:14][C@@:13]([CH2:21][CH2:22][C:23]([O:25][CH3:31])=[O:24])([C:15]3[CH:20]=[CH:19][CH:18]=[CH:17][CH:16]=3)[O:12][C:11]2=[O:26])[CH3:9])=[CH:4][CH:3]=1. (6) Given the reactants [Br:1][C:2]1[CH:3]=[N:4][C:5]2[N:6]([N:8]=[C:9]([C:11]([OH:13])=O)[CH:10]=2)[CH:7]=1.[S:14]1[C:23]2[CH2:22][CH2:21][NH:20][CH2:19][CH2:18][C:17]=2[N:16]=[CH:15]1, predict the reaction product. The product is: [Br:1][C:2]1[CH:3]=[N:4][C:5]2[N:6]([N:8]=[C:9]([C:11]([N:20]3[CH2:21][CH2:22][C:23]4[S:14][CH:15]=[N:16][C:17]=4[CH2:18][CH2:19]3)=[O:13])[CH:10]=2)[CH:7]=1. (7) Given the reactants [F:1][C:2]1[CH:11]=[C:10]2[C:5]([C:6](=O)[CH2:7][CH2:8][NH:9]2)=[CH:4][CH:3]=1.[OH-].[Na+], predict the reaction product. The product is: [F:1][C:2]1[CH:11]=[C:10]2[C:5]([CH2:6][CH2:7][CH2:8][NH:9]2)=[CH:4][CH:3]=1. (8) Given the reactants [F:1][C:2]1[CH:19]=[CH:18][C:5]([CH2:6][N:7]2[CH2:12][CH2:11][N:10]([C:13]([NH:15][CH3:16])=[O:14])[CH2:9][C:8]2=[O:17])=[CH:4][CH:3]=1.C[Si]([N-][Si](C)(C)C)(C)C.[Li+].[C:30]([O:37]CC)(=O)[C:31]([O:33]CC)=O, predict the reaction product. The product is: [F:1][C:2]1[CH:3]=[CH:4][C:5]([CH2:6][N:7]2[CH2:12][CH2:11][N:10]3[C:13](=[O:14])[N:15]([CH3:16])[C:31](=[O:33])[C:30]([OH:37])=[C:9]3[C:8]2=[O:17])=[CH:18][CH:19]=1. (9) Given the reactants C(OC(=O)CC(C1C=C(Cl)C=C(Cl)C=1)=O)C.[Cl:17][C:18]1[CH:19]=[C:20]([C:25]2[CH2:29][C:28](=[O:30])[N:27]([C@H:31]([C:33]3[CH:43]=[CH:42][C:36]([C:37]([O:39][CH2:40][CH3:41])=[O:38])=[CH:35][CH:34]=3)[CH3:32])[N:26]=2)[CH:21]=[C:22]([Cl:24])[CH:23]=1.FC(F)(F)C([O-])=O.C(OC(C1C=CC([C@@H]([NH2+]N)C)=CC=1)=O)C, predict the reaction product. The product is: [Cl:17][C:18]1[CH:19]=[C:20]([C:25]2[CH2:29][C:28](=[O:30])[N:27]([C@H:31]([C:33]3[CH:43]=[CH:42][C:36]([C:37]([O:39][CH2:40][CH3:41])=[O:38])=[CH:35][CH:34]=3)[CH3:32])[N:26]=2)[CH:21]=[C:22]([Cl:24])[CH:23]=1. (10) Given the reactants Br[C:2]1[CH:3]=[N:4][CH:5]=[CH:6][C:7]=1[N:8]1[CH2:13][CH2:12][CH:11]([C:14]([NH2:16])=[O:15])[CH2:10][CH2:9]1.[S:17]1[CH:21]=[CH:20][C:19](B(O)O)=[CH:18]1.C(=O)([O-])[O-].[Na+].[Na+], predict the reaction product. The product is: [S:17]1[CH:21]=[CH:20][C:19]([C:2]2[CH:3]=[N:4][CH:5]=[CH:6][C:7]=2[N:8]2[CH2:13][CH2:12][CH:11]([C:14]([NH2:16])=[O:15])[CH2:10][CH2:9]2)=[CH:18]1.